From a dataset of Full USPTO retrosynthesis dataset with 1.9M reactions from patents (1976-2016). Predict the reactants needed to synthesize the given product. (1) Given the product [Cl:17][C:18]1[CH:19]=[CH:20][C:21]2[O:25][C:24]([NH:26][CH2:27][C@@H:28]3[C@H:33]([CH3:34])[CH2:32][CH2:31][CH2:30][N:29]3[C:7]([C:6]3[CH:10]=[C:2]([CH3:1])[CH:3]=[CH:4][C:5]=3[C:11]3[CH:12]=[N:13][CH:14]=[CH:15][CH:16]=3)=[O:9])=[N:23][C:22]=2[CH:35]=1, predict the reactants needed to synthesize it. The reactants are: [CH3:1][C:2]1[CH:3]=[CH:4][C:5]([C:11]2[CH:12]=[N:13][CH:14]=[CH:15][CH:16]=2)=[C:6]([CH:10]=1)[C:7]([OH:9])=O.[Cl:17][C:18]1[CH:19]=[CH:20][C:21]2[O:25][C:24]([NH:26][CH2:27][C@@H:28]3[C@H:33]([CH3:34])[CH2:32][CH2:31][CH2:30][NH:29]3)=[N:23][C:22]=2[CH:35]=1. (2) Given the product [CH:10]1([C@H:14]([NH:16][C:17]2[N:25]=[C:24]([C:26](=[NH:27])[NH:1][OH:2])[N:23]=[C:22]3[C:18]=2[N:19]([CH2:28][C@H:29]2[CH2:30][CH2:31][C@H:32]([CH3:35])[CH2:33][CH2:34]2)[CH:20]=[N:21]3)[CH3:15])[CH2:13][CH2:12][CH2:11]1, predict the reactants needed to synthesize it. The reactants are: [NH2:1][OH:2].Cl.O.C([O-])(O)=O.[Na+].[CH:10]1([C@H:14]([NH:16][C:17]2[N:25]=[C:24]([C:26]#[N:27])[N:23]=[C:22]3[C:18]=2[N:19]([CH2:28][C@H:29]2[CH2:34][CH2:33][C@H:32]([CH3:35])[CH2:31][CH2:30]2)[CH:20]=[N:21]3)[CH3:15])[CH2:13][CH2:12][CH2:11]1.